This data is from Full USPTO retrosynthesis dataset with 1.9M reactions from patents (1976-2016). The task is: Predict the reactants needed to synthesize the given product. (1) Given the product [OH:39][NH:38][C:17](=[O:19])/[CH:16]=[CH:15]/[C:12]1[CH:11]=[CH:10][C:9]([N:8]([C@@H:22]2[CH2:26][CH2:25][N:24]([CH:27]3[CH2:28][C:29]([CH3:36])([CH3:35])[NH:30][C:31]([CH3:34])([CH3:33])[CH2:32]3)[CH2:23]2)[C:6](=[O:7])[O:5][C:1]([CH3:3])([CH3:4])[CH3:2])=[N:14][CH:13]=1, predict the reactants needed to synthesize it. The reactants are: [C:1]([O:5][C:6]([N:8]([C@@H:22]1[CH2:26][CH2:25][N:24]([CH:27]2[CH2:32][C:31]([CH3:34])([CH3:33])[NH:30][C:29]([CH3:36])([CH3:35])[CH2:28]2)[CH2:23]1)[C:9]1[N:14]=[CH:13][C:12](/[CH:15]=[CH:16]/[C:17]([O:19]CC)=O)=[CH:11][CH:10]=1)=[O:7])([CH3:4])([CH3:3])[CH3:2].Cl.[NH2:38][OH:39].C[O-].[K+].Cl. (2) Given the product [CH:14]1([NH:19][C:6](=[O:7])[C:5]2[CH:9]=[CH:10][CH:11]=[C:3]([C:2]([F:13])([F:12])[F:1])[CH:4]=2)[CH2:18][CH2:17][CH2:16][CH2:15]1, predict the reactants needed to synthesize it. The reactants are: [F:1][C:2]([F:13])([F:12])[C:3]1[CH:4]=[C:5]([CH:9]=[CH:10][CH:11]=1)[C:6](Cl)=[O:7].[CH:14]1([NH2:19])[CH2:18][CH2:17][CH2:16][CH2:15]1.CCN(CC)CC. (3) Given the product [O:35]=[S:7]1[CH2:12][CH2:11][N:10]([C:13]2[CH:14]=[CH:15][C:16]([N:19]3[CH2:23][C@H:22]([CH2:24][NH:25][C:26](=[O:32])[O:27][C:28]([CH3:30])([CH3:29])[CH3:31])[O:21][C:20]3=[O:33])=[CH:17][CH:18]=2)[CH2:9][CH2:8]1, predict the reactants needed to synthesize it. The reactants are: I([O-])(=O)(=O)=O.[Na+].[S:7]1[CH2:12][CH2:11][N:10]([C:13]2[CH:18]=[CH:17][C:16]([N:19]3[CH2:23][C@H:22]([CH2:24][NH:25][C:26](=[O:32])[O:27][C:28]([CH3:31])([CH3:30])[CH3:29])[O:21][C:20]3=[O:33])=[CH:15][CH:14]=2)[CH2:9][CH2:8]1.C[OH:35].C(Cl)Cl. (4) Given the product [CH:40]([NH:37][C:38]([N:21]1[CH2:22][CH2:23][CH2:24][C@H:19]([NH:18][C:16]2[S:17][C:13]3[CH:12]=[C:11]([O:10][C:8]4[CH:7]=[CH:6][N:5]=[C:4]([C:3]([NH:2][CH3:1])=[O:27])[CH:9]=4)[CH:26]=[CH:25][C:14]=3[N:15]=2)[CH2:20]1)=[O:39])([CH3:42])[CH3:41], predict the reactants needed to synthesize it. The reactants are: [CH3:1][NH:2][C:3](=[O:27])[C:4]1[CH:9]=[C:8]([O:10][C:11]2[CH:26]=[CH:25][C:14]3[N:15]=[C:16]([NH:18][C@H:19]4[CH2:24][CH2:23][CH2:22][NH:21][CH2:20]4)[S:17][C:13]=3[CH:12]=2)[CH:7]=[CH:6][N:5]=1.CCN(C(C)C)C(C)C.[N:37]([CH:40]([CH3:42])[CH3:41])=[C:38]=[O:39]. (5) Given the product [ClH:38].[CH:27]1[C:26]2[CH:25]([CH2:24][O:23][C:21](=[O:22])[NH:20][C@H:10]3[C@H:11]([C:13]4[CH:18]=[CH:17][CH:16]=[CH:15][C:14]=4[F:19])[CH2:12][NH:8][CH2:9]3)[C:37]3[C:32](=[CH:33][CH:34]=[CH:35][CH:36]=3)[C:31]=2[CH:30]=[CH:29][CH:28]=1, predict the reactants needed to synthesize it. The reactants are: C(OC([N:8]1[CH2:12][C@@H:11]([C:13]2[CH:18]=[CH:17][CH:16]=[CH:15][C:14]=2[F:19])[C@H:10]([NH:20][C:21]([O:23][CH2:24][CH:25]2[C:37]3[CH:36]=[CH:35][CH:34]=[CH:33][C:32]=3[C:31]3[C:26]2=[CH:27][CH:28]=[CH:29][CH:30]=3)=[O:22])[CH2:9]1)=O)(C)(C)C.[ClH:38].CCOCC. (6) Given the product [CH3:31][S:32]([O:21][CH:20]([C:22]1[CH:27]=[C:26]([F:28])[CH:25]=[C:24]([C:29]#[N:30])[CH:23]=1)[CH2:19][C@@H:9]([O:8][Si:1]([C:4]([CH3:5])([CH3:6])[CH3:7])([CH3:3])[CH3:2])[CH2:10][NH:11][C:12]([O:13][C:14]([CH3:16])([CH3:17])[CH3:15])=[O:18])(=[O:34])=[O:33], predict the reactants needed to synthesize it. The reactants are: [Si:1]([O:8][C@H:9]([CH2:19][CH:20]([C:22]1[CH:27]=[C:26]([F:28])[CH:25]=[C:24]([C:29]#[N:30])[CH:23]=1)[OH:21])[CH2:10][NH:11][C:12](=[O:18])[O:13][C:14]([CH3:17])([CH3:16])[CH3:15])([C:4]([CH3:7])([CH3:6])[CH3:5])([CH3:3])[CH3:2].[CH3:31][S:32](Cl)(=[O:34])=[O:33].O. (7) Given the product [NH2:8][C:5]1[N:6]=[N:7][C:2]([C:23]2[CH:24]=[C:25]([NH:29][S:30]([CH3:33])(=[O:31])=[O:32])[CH:26]=[CH:27][CH:28]=2)=[C:3]([C:9]2[CH:14]=[CH:13][CH:12]=[CH:11][CH:10]=2)[N:4]=1, predict the reactants needed to synthesize it. The reactants are: Br[C:2]1[N:7]=[N:6][C:5]([NH2:8])=[N:4][C:3]=1[C:9]1[CH:14]=[CH:13][CH:12]=[CH:11][CH:10]=1.CC1(C)C(C)(C)OB([C:23]2[CH:24]=[C:25]([NH:29][S:30]([CH3:33])(=[O:32])=[O:31])[CH:26]=[CH:27][CH:28]=2)O1. (8) Given the product [Br:20][C:14]1[CH:15]=[C:16]([N+:17]([O-:19])=[O:18])[C:2]2[NH:1][C:6](=[O:7])[CH2:5][O:4][C:3]=2[CH:13]=1, predict the reactants needed to synthesize it. The reactants are: [NH2:1][C:2]1[C:16]([N+:17]([O-:19])=[O:18])=[CH:15][C:14]([Br:20])=[CH:13][C:3]=1[O:4][CH2:5][C:6](OC(C)(C)C)=[O:7].O.C1(C)C=CC(S(O)(=O)=O)=CC=1.